From a dataset of Reaction yield outcomes from USPTO patents with 853,638 reactions. Predict the reaction yield, written as a fraction of the theoretical maximum amount of product (1.0 means a 100% yield; for example, 0.34 means a 34% yield). (1) The reactants are [N:1]1[CH:6]=[CH:5][CH:4]=[C:3]([CH2:7][CH2:8][OH:9])[CH:2]=1.[H-].[Na+].[CH2:12]([N:19]([CH2:32][C:33]1[CH:38]=[CH:37][C:36]([O:39][C:40]2[CH:45]=[C:44](F)[N:43]=[C:42]([F:47])[CH:41]=2)=[CH:35][CH:34]=1)[C:20]1[C:21]([CH3:31])=[C:22]([NH:26][S:27]([CH3:30])(=[O:29])=[O:28])[CH:23]=[CH:24][CH:25]=1)[C:13]1[CH:18]=[CH:17][CH:16]=[CH:15][CH:14]=1.O.C[C:50]#[N:51]. No catalyst specified. The product is [C:50]([C:16]1[CH:17]=[CH:18][C:13]([CH2:12][N:19]([CH2:32][C:33]2[CH:38]=[CH:37][C:36]([O:39][C:40]3[CH:45]=[C:44]([O:9][CH2:8][CH2:7][C:3]4[CH:2]=[N:1][CH:6]=[CH:5][CH:4]=4)[N:43]=[C:42]([F:47])[CH:41]=3)=[CH:35][CH:34]=2)[C:20]2[C:21]([CH3:31])=[C:22]([NH:26][S:27]([CH3:30])(=[O:29])=[O:28])[CH:23]=[CH:24][CH:25]=2)=[CH:14][CH:15]=1)#[N:51]. The yield is 0.540. (2) The reactants are [F:1][C:2]1[CH:3]=[C:4]2[C:8](=[CH:9][CH:10]=1)[NH:7]C(=O)[C:5]2=[O:12].[OH:13]O.Cl. The catalyst is [OH-].[Na+]. The product is [NH2:7][C:8]1[CH:9]=[CH:10][C:2]([F:1])=[CH:3][C:4]=1[C:5]([OH:12])=[O:13]. The yield is 0.800.